Dataset: Catalyst prediction with 721,799 reactions and 888 catalyst types from USPTO. Task: Predict which catalyst facilitates the given reaction. (1) Reactant: [CH3:1][O:2][C:3]1[C:8]([CH3:9])=[CH:7][C:6]([C:10](=O)[CH3:11])=[C:5]([CH3:13])[CH:4]=1.[Cl-].[NH2:15][OH:16]. Product: [CH3:1][O:2][C:3]1[C:8]([CH3:9])=[CH:7][C:6](/[C:10](=[N:15]/[OH:16])/[CH3:11])=[C:5]([CH3:13])[CH:4]=1. The catalyst class is: 5. (2) Product: [CH3:1][O:2][C:3](=[O:23])[C@@:4]([NH2:12])([C:3]([O:2][CH2:1][C:25]1[CH:24]=[CH:7][CH:6]=[CH:5][CH:4]=1)=[O:23])[CH2:5][C:6]1([CH3:11])[CH2:7][CH2:8][CH2:9][CH2:10]1. Reactant: [CH3:1][O:2][C:3](=[O:23])[CH:4]([NH:12]C(OCC1C=CC=CC=1)=O)[CH2:5][C:6]1([CH3:11])[CH2:10][CH2:9][CH2:8][CH2:7]1.[C:24](#N)[CH3:25]. The catalyst class is: 250. (3) Product: [ClH:40].[ClH:40].[NH2:10][CH2:11][CH2:12][S:13]([C:16]1[CH:25]=[C:24]([C:26]2[CH:31]=[CH:30][C:29]([OH:32])=[CH:28][CH:27]=2)[CH:23]=[C:22]2[C:17]=1[CH:18]=[CH:19][N:20]=[CH:21]2)(=[O:14])=[O:15]. Reactant: C(O)C.C(OC(=O)[NH:10][CH2:11][CH2:12][S:13]([C:16]1[C:17]2[CH:18]=[CH:19][N:20]=[CH:21][C:22]=2[CH:23]=[C:24]([C:26]2[CH:31]=[CH:30][C:29]([O:32]C3CCCCO3)=[CH:28][CH:27]=2)[CH:25]=1)(=[O:15])=[O:14])(C)(C)C.[ClH:40]. The catalyst class is: 6. (4) Reactant: [Cl:1][C:2]1[N:3]=[C:4]([O:8][C:9]2[C:15]([CH3:16])=[CH:14][C:12]([NH2:13])=[C:11]([CH3:17])[CH:10]=2)[S:5][C:6]=1[Cl:7].CO[CH:20](OC)[N:21]([CH3:24])[CH2:22][CH3:23].C1CCCCC1.C(OCC)(=O)C. Product: [Cl:1][C:2]1[N:3]=[C:4]([O:8][C:9]2[C:15]([CH3:16])=[CH:14][C:12]([N:13]=[CH:20][N:21]([CH2:22][CH3:23])[CH3:24])=[C:11]([CH3:17])[CH:10]=2)[S:5][C:6]=1[Cl:7]. The catalyst class is: 11. (5) Reactant: [Br:1][CH2:2][C@@H:3]([CH3:6])[CH2:4][OH:5].[C:7](OC(=O)C)(=[O:9])[CH3:8].O.C(OCC)(=O)C. Product: [C:7]([O:5][CH2:4][C@H:3]([CH3:6])[CH2:2][Br:1])(=[O:9])[CH3:8]. The catalyst class is: 17. (6) Reactant: [Cl:1][C:2]1[CH:3]=[C:4]([CH:8]=[CH:9][C:10]=1[CH3:11])[C:5]([OH:7])=[O:6].C(OC(N1CCN(CC2C(OC(F)(F)F)=CC(C(OCC)=O)=C(N)C=2[Br:43])CC1)=O)(C)(C)C. Product: [Br:43][C:9]1[CH:8]=[C:4]([CH:3]=[C:2]([Cl:1])[C:10]=1[CH3:11])[C:5]([OH:7])=[O:6]. The catalyst class is: 22. (7) Reactant: [Br:1][C:2]1[C:3](=[O:21])[N:4](C(C2C=CC=CC=2)=O)[C:5](=[O:12])[N:6]([CH2:8][CH2:9][CH:10]=O)[N:7]=1.[CH3:22][C:23]12[CH2:28][C:27]1([C:29]1[CH:34]=[CH:33][C:32]([C:35]([F:38])([F:37])[F:36])=[CH:31][CH:30]=1)[CH2:26][NH:25][CH2:24]2.C(O[BH-](OC(=O)C)OC(=O)C)(=O)C.[Na+].C([N])(=O)C1C=CC=CC=1. Product: [Br:1][C:2]1[C:3](=[O:21])[NH:4][C:5](=[O:12])[N:6]([CH2:8][CH2:9][CH2:10][N:25]2[CH2:26][C:27]3([C:29]4[CH:30]=[CH:31][C:32]([C:35]([F:36])([F:38])[F:37])=[CH:33][CH:34]=4)[C:23]([CH3:22])([CH2:28]3)[CH2:24]2)[N:7]=1. The catalyst class is: 26.